Dataset: Forward reaction prediction with 1.9M reactions from USPTO patents (1976-2016). Task: Predict the product of the given reaction. (1) Given the reactants [Cl:1][C:2]1[CH:10]=[CH:9][C:8]2[NH:7][C:6]3[CH2:11][CH2:12][N:13]([CH3:16])[CH2:14][CH2:15][C:5]=3[C:4]=2[CH:3]=1.N1CCC[C@H]1C(O)=O.[O-]P([O-])([O-])=O.[K+].[K+].[K+].Br[CH:34]=[C:35]([C:37]1[CH:42]=[CH:41][C:40]([Cl:43])=[C:39]([Cl:44])[CH:38]=1)[CH3:36], predict the reaction product. The product is: [Cl:1][C:2]1[CH:10]=[CH:9][C:8]2[N:7](/[CH:34]=[C:35](/[C:37]3[CH:42]=[CH:41][C:40]([Cl:43])=[C:39]([Cl:44])[CH:38]=3)\[CH3:36])[C:6]3[CH2:11][CH2:12][N:13]([CH3:16])[CH2:14][CH2:15][C:5]=3[C:4]=2[CH:3]=1. (2) The product is: [ClH:1].[Cl:1][C:2]1[CH:7]=[C:6]([C:8]#[C:9][C:19]2[CH:20]=[CH:21][C:11]([F:10])=[C:12]([CH:18]=2)[C:13]([N:15]([CH3:17])[CH3:16])=[O:14])[CH:5]=[N:4][CH:3]=1. Given the reactants [Cl:1][C:2]1[CH:3]=[N:4][CH:5]=[C:6]([C:8]#[CH:9])[CH:7]=1.[F:10][C:11]1[CH:21]=[CH:20][C:19](I)=[CH:18][C:12]=1[C:13]([N:15]([CH3:17])[CH3:16])=[O:14].C(N(CC)CC)C, predict the reaction product. (3) Given the reactants C(OC([N:8]1[CH2:14][CH2:13][CH2:12][N:11]([C:15]2[N:23]([CH2:24][C:25]#[C:26][CH3:27])[C:22]3[C:21](=[O:28])[N:20]([CH2:29][C:30]4[C:39]5[C:34](=[CH:35][CH:36]=[CH:37][CH:38]=5)[CH:33]=[CH:32][N:31]=4)[C:19](=[O:40])[N:18]([CH3:41])[C:17]=3[C:16]=2[C:42]#[N:43])[CH2:10][CH2:9]1)=O)(C)(C)C.C(O)(C(F)(F)F)=O.C(Cl)[Cl:52], predict the reaction product. The product is: [ClH:52].[CH2:24]([N:23]1[C:22]2[C:21](=[O:28])[N:20]([CH2:29][C:30]3[C:39]4[C:34](=[CH:35][CH:36]=[CH:37][CH:38]=4)[CH:33]=[CH:32][N:31]=3)[C:19](=[O:40])[N:18]([CH3:41])[C:17]=2[C:16]([C:42]#[N:43])=[C:15]1[N:11]1[CH2:12][CH2:13][CH2:14][NH:8][CH2:9][CH2:10]1)[C:25]#[C:26][CH3:27]. (4) Given the reactants [F:1][C:2]1[CH:3]=[C:4]([CH:13]=[CH:14][C:15]=1[F:16])[CH2:5][N:6]1[CH2:11][CH2:10][C:9](=O)[CH2:8][CH2:7]1.S1C=CC=C1.[CH3:22][NH2:23].[H][H], predict the reaction product. The product is: [F:1][C:2]1[CH:3]=[C:4]([CH:13]=[CH:14][C:15]=1[F:16])[CH2:5][N:6]1[CH2:11][CH2:10][CH:9]([NH:23][CH3:22])[CH2:8][CH2:7]1. (5) The product is: [Cl:1][C:2]1[C:3]([C:17]2[CH:16]=[CH:15][CH:14]=[C:13]([Cl:12])[CH:18]=2)=[CH:4][C:5]([C:8]([OH:10])=[O:9])=[N:6][CH:7]=1. Given the reactants [Cl:1][C:2]1[C:3](I)=[CH:4][C:5]([C:8]([OH:10])=[O:9])=[N:6][CH:7]=1.[Cl:12][C:13]1[CH:14]=[C:15](B(O)O)[CH:16]=[CH:17][CH:18]=1.C(=O)([O-])[O-].[Na+].[Na+].Cl, predict the reaction product. (6) Given the reactants C([O:8][C:9]1[CH:10]=[C:11]2[C:15](=[CH:16][C:17]=1[CH:18]([CH3:20])[CH3:19])[N:14]([CH3:21])[CH:13]=[C:12]2[CH3:22])C1C=CC=CC=1, predict the reaction product. The product is: [CH:18]([C:17]1[CH:16]=[C:15]2[C:11]([C:12]([CH3:22])=[CH:13][N:14]2[CH3:21])=[CH:10][C:9]=1[OH:8])([CH3:20])[CH3:19].